From a dataset of Full USPTO retrosynthesis dataset with 1.9M reactions from patents (1976-2016). Predict the reactants needed to synthesize the given product. (1) Given the product [O:18]=[C:15]([NH:14][CH:3]([C:4]1[CH:9]=[CH:8][CH:7]=[C:6]([C:10]([F:12])([F:13])[F:11])[CH:5]=1)[C:2]([F:19])([F:20])[F:1])/[CH:16]=[CH:17]/[C:22]1[CH:30]=[CH:29][C:25]([C:26]([OH:28])=[O:27])=[C:24]([C:31]([F:32])([F:34])[F:33])[CH:23]=1, predict the reactants needed to synthesize it. The reactants are: [F:1][C:2]([F:20])([F:19])[CH:3]([NH:14][C:15](=[O:18])[CH:16]=[CH2:17])[C:4]1[CH:9]=[CH:8][CH:7]=[C:6]([C:10]([F:13])([F:12])[F:11])[CH:5]=1.I[C:22]1[CH:30]=[CH:29][C:25]([C:26]([OH:28])=[O:27])=[C:24]([C:31]([F:34])([F:33])[F:32])[CH:23]=1.C1(P(C2C=CC=CC=2)C2C=CC=CC=2)C=CC=CC=1.C(N(CC)CC)C. (2) Given the product [CH2:1]([O:3][C:4]1[CH:21]=[CH:20][C:7]2[CH:8]3[CH2:14][CH2:13][CH:12]([CH2:15][CH2:16][CH2:17][CH2:18][CH3:19])[CH2:11][CH:9]3[O:10][C:6]=2[C:5]=1[F:22])[CH3:2], predict the reactants needed to synthesize it. The reactants are: [CH2:1]([O:3][C:4]1[CH:21]=[CH:20][C:7]2[CH:8]3[CH2:14][CH2:13][CH:12]([CH:15]=[CH:16][CH2:17][CH2:18][CH3:19])[CH2:11][CH:9]3[O:10][C:6]=2[C:5]=1[F:22])[CH3:2].[H][H].